Predict the product of the given reaction. From a dataset of Forward reaction prediction with 1.9M reactions from USPTO patents (1976-2016). (1) Given the reactants [F:1][C:2]1[C:7]([F:8])=[CH:6][CH:5]=[CH:4][C:3]=1[C:9]1[N:34]=[C:12]2[CH:13]=[N:14][N:15]([CH2:17][C:18]3[O:22][N:21]=[C:20]([C:23]4[CH:28]=[CH:27][C:26]([OH:29])=[CH:25][C:24]=4[C:30]([F:33])([F:32])[F:31])[CH:19]=3)[CH:16]=[C:11]2[N:10]=1.[CH3:35][O:36][CH2:37][CH2:38]Br, predict the reaction product. The product is: [F:1][C:2]1[C:7]([F:8])=[CH:6][CH:5]=[CH:4][C:3]=1[C:9]1[N:34]=[C:12]2[CH:13]=[N:14][N:15]([CH2:17][C:18]3[O:22][N:21]=[C:20]([C:23]4[CH:28]=[CH:27][C:26]([O:29][CH2:38][CH2:37][O:36][CH3:35])=[CH:25][C:24]=4[C:30]([F:32])([F:33])[F:31])[CH:19]=3)[CH:16]=[C:11]2[N:10]=1. (2) Given the reactants [Br:1][C:2]1[CH:9]=[C:8]([F:10])[C:5]([CH:6]=O)=[C:4]([F:11])[CH:3]=1.C(O[BH-](OC(=O)C)OC(=O)C)(=O)C.[Na+].[CH2:26]([NH:28][CH2:29][CH3:30])[CH3:27], predict the reaction product. The product is: [Br:1][C:2]1[CH:9]=[C:8]([F:10])[C:5]([CH2:6][N:28]([CH2:29][CH3:30])[CH2:26][CH3:27])=[C:4]([F:11])[CH:3]=1. (3) Given the reactants CC1C=CC(S(O[CH2:12][CH:13]2[CH2:17][C:16]3[CH:18]=[CH:19][CH:20]=[C:21]([C:22]4[CH:27]=[CH:26][CH:25]=[C:24]([O:28][CH3:29])[CH:23]=4)[C:15]=3[O:14]2)(=O)=O)=CC=1.[N-:30]=[N+:31]=[N-:32].[Na+].N(CC1CC2C=C(Cl)C=C(C3C=CSC=3)C=2O1)=[N+]=[N-], predict the reaction product. The product is: [N:30]([CH2:12][CH:13]1[CH2:17][C:16]2[CH:18]=[CH:19][CH:20]=[C:21]([C:22]3[CH:27]=[CH:26][CH:25]=[C:24]([O:28][CH3:29])[CH:23]=3)[C:15]=2[O:14]1)=[N+:31]=[N-:32]. (4) Given the reactants [CH:1]12[C:9](=[C:10]([C:18]3[CH:23]=[CH:22][C:21](Br)=[CH:20][CH:19]=3)[C:11]3[CH:16]=[CH:15][C:14]([OH:17])=[CH:13][CH:12]=3)[CH:5]([CH2:6][CH2:7][CH2:8]1)[CH2:4][CH2:3][CH2:2]2.[C:25]([O:29][C:30]([CH3:33])([CH3:32])[CH3:31])(=[O:28])[CH:26]=[CH2:27].CC1C=CC=CC=1P(C1C=CC=CC=1C)C1C=CC=CC=1C.CCN(CC)CC, predict the reaction product. The product is: [CH:1]12[C:9](=[C:10]([C:11]3[CH:16]=[CH:15][C:14]([OH:17])=[CH:13][CH:12]=3)[C:18]3[CH:23]=[CH:22][C:21](/[CH:27]=[CH:26]/[C:25]([O:29][C:30]([CH3:33])([CH3:32])[CH3:31])=[O:28])=[CH:20][CH:19]=3)[CH:5]([CH2:6][CH2:7][CH2:8]1)[CH2:4][CH2:3][CH2:2]2. (5) Given the reactants [OH-].[CH2:2]([N+:6]([CH2:15][CH2:16][CH2:17][CH3:18])([CH2:11][CH2:12][CH2:13][CH3:14])[CH2:7][CH2:8][CH2:9][CH3:10])[CH2:3][CH2:4][CH3:5].[CH3:19][O:20][C:21](=[O:23])[O-:22], predict the reaction product. The product is: [CH3:19][O:20][C:21](=[O:22])[O-:23].[CH2:15]([N+:6]([CH2:2][CH2:3][CH2:4][CH3:5])([CH2:7][CH2:8][CH2:9][CH3:10])[CH2:11][CH2:12][CH2:13][CH3:14])[CH2:16][CH2:17][CH3:18]. (6) Given the reactants [NH2:1][C:2]1[C:7]2[N:8]([CH2:21][CH2:22][NH:23][C:24](=[O:30])[O:25][C:26]([CH3:29])([CH3:28])[CH3:27])[C:9]([CH:11]([C:13]3[CH:18]=[CH:17][C:16]([Cl:19])=[CH:15][C:14]=3[Cl:20])[OH:12])=[N:10][C:6]=2[CH:5]=[CH:4][CH:3]=1.[CH:31](=O)[CH3:32].[C:34](O[BH-](OC(=O)C)OC(=O)C)(=O)[CH3:35].[Na+], predict the reaction product. The product is: [Cl:20][C:14]1[CH:15]=[C:16]([Cl:19])[CH:17]=[CH:18][C:13]=1[CH:11]([OH:12])[C:9]1[N:8]([CH2:21][CH2:22][NH:23][C:24](=[O:30])[O:25][C:26]([CH3:27])([CH3:29])[CH3:28])[C:7]2[C:2]([N:1]([CH2:31][CH3:32])[CH2:34][CH3:35])=[CH:3][CH:4]=[CH:5][C:6]=2[N:10]=1. (7) Given the reactants C(OC(=O)[NH:7][C:8]1[S:9][CH2:10][C@@H:11]2[C@@H:16]([C:17]([F:20])([F:19])[F:18])[O:15][CH2:14][C@:12]2([C:21]2[CH:26]=[C:25]([NH2:27])[CH:24]=[CH:23][C:22]=2[F:28])[N:13]=1)(C)(C)C.C(N(CC)C(C)C)(C)C.F[P-](F)(F)(F)(F)F.[PH4+].C(=O)(O)[O-].[Na+].[CH3:52][O:53][C:54]1[N:55]=[CH:56][C:57]([C:60](O)=[O:61])=[N:58][CH:59]=1, predict the reaction product. The product is: [NH2:7][C:8]1[S:9][CH2:10][C@@H:11]2[C@@H:16]([C:17]([F:20])([F:19])[F:18])[O:15][CH2:14][C@:12]2([C:21]2[CH:26]=[C:25]([NH:27][C:60]([C:57]3[CH:56]=[N:55][C:54]([O:53][CH3:52])=[CH:59][N:58]=3)=[O:61])[CH:24]=[CH:23][C:22]=2[F:28])[N:13]=1. (8) Given the reactants [CH:1]([N:4]1[CH2:9][CH2:8][CH:7]([O:10][C:11]2[CH:19]=[CH:18][C:17]3[N:16]4[CH2:20][CH2:21][NH:22][C:23](=[O:24])[C:15]4=[CH:14][C:13]=3[CH:12]=2)[CH2:6][CH2:5]1)([CH3:3])[CH3:2].[H-].[Na+].[F:27][C:28]1[CH:29]=[C:30]([CH:33]=[CH:34][CH:35]=1)[CH2:31]Br, predict the reaction product. The product is: [F:27][C:28]1[CH:29]=[C:30]([CH:33]=[CH:34][CH:35]=1)[CH2:31][N:22]1[CH2:21][CH2:20][N:16]2[C:17]3[CH:18]=[CH:19][C:11]([O:10][CH:7]4[CH2:8][CH2:9][N:4]([CH:1]([CH3:3])[CH3:2])[CH2:5][CH2:6]4)=[CH:12][C:13]=3[CH:14]=[C:15]2[C:23]1=[O:24].